This data is from Catalyst prediction with 721,799 reactions and 888 catalyst types from USPTO. The task is: Predict which catalyst facilitates the given reaction. (1) Reactant: [OH:1][C:2]1[CH:13]=[CH:12][C:5]2[CH2:6][CH2:7][CH2:8][C:9](=[O:11])[NH:10][C:4]=2[CH:3]=1.[N+:14]([O-])([OH:16])=[O:15].O.C(=O)(O)[O-].[Na+]. Product: [OH:1][C:2]1[C:13]([N+:14]([O-:16])=[O:15])=[CH:12][C:5]2[CH2:6][CH2:7][CH2:8][C:9](=[O:11])[NH:10][C:4]=2[CH:3]=1. The catalyst class is: 152. (2) Reactant: C[O:2][C:3]([CH:5]1[CH2:9][S:8][C:7]([C:10]2[CH:15]=[CH:14][C:13]([F:16])=[CH:12][CH:11]=2)=[N:6]1)=[O:4].[OH-].[K+]. Product: [F:16][C:13]1[CH:12]=[CH:11][C:10]([C:7]2[S:8][CH2:9][CH:5]([C:3]([OH:4])=[O:2])[N:6]=2)=[CH:15][CH:14]=1. The catalyst class is: 20. (3) Reactant: [C@H:1]12[CH2:7][C@H:4]([CH2:5][CH2:6]1)[CH2:3][C@H:2]2[NH:8][C:9]1[N:14]=[C:13]([C:15]([F:18])([F:17])[F:16])[C:12]([C:19](O)=[O:20])=[CH:11][N:10]=1.[O:22]1[CH2:27][CH2:26][CH:25]([CH2:28][NH2:29])[CH2:24][CH2:23]1.ON1C2C=CC=CC=2N=N1.Cl.C(N=C=NCCCN(C)C)C. Product: [C@H:1]12[CH2:7][C@H:4]([CH2:5][CH2:6]1)[CH2:3][C@H:2]2[NH:8][C:9]1[N:14]=[C:13]([C:15]([F:17])([F:18])[F:16])[C:12]([C:19]([NH:29][CH2:28][CH:25]2[CH2:26][CH2:27][O:22][CH2:23][CH2:24]2)=[O:20])=[CH:11][N:10]=1. The catalyst class is: 145. (4) Reactant: FC(F)(F)C(O)=O.C(OC([N:15]1[CH2:18][CH:17]([C:19]([N:21]2[CH2:25][CH2:24][C@@H:23]([OH:26])[CH2:22]2)=[O:20])[CH2:16]1)=O)(C)(C)C. Product: [NH:15]1[CH2:18][CH:17]([C:19]([N:21]2[CH2:25][CH2:24][C@@H:23]([OH:26])[CH2:22]2)=[O:20])[CH2:16]1. The catalyst class is: 4. (5) Reactant: Br[CH:2]=[CH:3][CH3:4].[Mg].[CH:6](=[O:15])/[CH:7]=[CH:8]/[CH:9]=[CH:10]/[CH2:11][CH2:12][CH2:13][CH3:14].[NH4+].[Cl-]. Product: [CH3:4][CH:3]=[CH:2][CH:6]([OH:15])/[CH:7]=[CH:8]/[CH:9]=[CH:10]/[CH2:11][CH2:12][CH2:13][CH3:14]. The catalyst class is: 7. (6) Reactant: [NH:1]([C:14]([O:16]C(C)(C)C)=[O:15])[C@@H:2]([C:11]([OH:13])=O)[CH2:3][C:4]1[CH:9]=[CH:8][C:7]([Cl:10])=[CH:6][CH:5]=1.[NH:21]1[CH2:26][CH2:25][NH:24][CH2:23][CH2:22]1.C1C=CC2N(O)N=NC=2C=1.CCN=C=NCCCN(C)C. Product: [Cl:10][C:7]1[CH:6]=[CH:5][C:4]([CH2:3][CH:2]([NH:1][C:14](=[O:15])[OH:16])[C:11](=[O:13])[N:21]2[CH2:26][CH2:25][NH:24][CH2:23][CH2:22]2)=[CH:9][CH:8]=1. The catalyst class is: 2. (7) Reactant: Br[C:2]1[CH:7]=[C:6]([C:8]([CH3:11])([CH3:10])[CH3:9])[CH:5]=[C:4]([Br:12])[CH:3]=1.[Li]CCCC.[F:18][C:19]([F:27])([F:26])[C:20](N(OC)C)=[O:21]. Product: [Br:12][C:4]1[CH:3]=[C:2]([C:20](=[O:21])[C:19]([F:27])([F:26])[F:18])[CH:7]=[C:6]([C:8]([CH3:11])([CH3:10])[CH3:9])[CH:5]=1. The catalyst class is: 1. (8) Reactant: [CH2:1]([OH:5])[CH2:2][CH2:3][CH3:4].[H-].[Na+].Cl[C:9]1[C:18]2[C:13](=[CH:14][CH:15]=[CH:16][CH:17]=2)[N:12]=[C:11]2[N:19]([C:23]3[CH:28]=[CH:27][CH:26]=[CH:25][N:24]=3)[N:20]=[C:21]([CH3:22])[C:10]=12. Product: [CH2:1]([O:5][C:9]1[C:18]2[C:13](=[CH:14][CH:15]=[CH:16][CH:17]=2)[N:12]=[C:11]2[N:19]([C:23]3[CH:28]=[CH:27][CH:26]=[CH:25][N:24]=3)[N:20]=[C:21]([CH3:22])[C:10]=12)[CH2:2][CH2:3][CH3:4]. The catalyst class is: 7. (9) Product: [Cl:18][C:3]1[CH:2]=[N:1][N:5]2[CH:6]=[CH:7][C:8]([NH2:10])=[N:9][C:4]=12. Reactant: [N:1]1[N:5]2[CH:6]=[CH:7][C:8]([NH2:10])=[N:9][C:4]2=[CH:3][CH:2]=1.C1C(=O)N([Cl:18])C(=O)C1. The catalyst class is: 1. (10) Reactant: [CH3:1][N:2]1[C:10]2[C:5](=[CH:6][C:7]([C:11]3[N:16]=[CH:15][C:14]([NH2:17])=[CH:13][CH:12]=3)=[CH:8][CH:9]=2)[CH:4]=[N:3]1.C1C(=O)N([Br:25])C(=O)C1.C([O-])(O)=O.[Na+]. Product: [Br:25][C:15]1[C:14]([NH2:17])=[CH:13][CH:12]=[C:11]([C:7]2[CH:6]=[C:5]3[C:10](=[CH:9][CH:8]=2)[N:2]([CH3:1])[N:3]=[CH:4]3)[N:16]=1. The catalyst class is: 3.